This data is from NCI-60 drug combinations with 297,098 pairs across 59 cell lines. The task is: Regression. Given two drug SMILES strings and cell line genomic features, predict the synergy score measuring deviation from expected non-interaction effect. (1) Drug 1: CS(=O)(=O)C1=CC(=C(C=C1)C(=O)NC2=CC(=C(C=C2)Cl)C3=CC=CC=N3)Cl. Drug 2: C1=NC2=C(N1)C(=S)N=CN2. Cell line: MALME-3M. Synergy scores: CSS=-1.48, Synergy_ZIP=-6.03, Synergy_Bliss=-16.0, Synergy_Loewe=-19.8, Synergy_HSA=-16.7. (2) Drug 1: COC1=C(C=C2C(=C1)N=CN=C2NC3=CC(=C(C=C3)F)Cl)OCCCN4CCOCC4. Drug 2: C1CN1P(=S)(N2CC2)N3CC3. Cell line: SK-MEL-28. Synergy scores: CSS=9.55, Synergy_ZIP=-3.50, Synergy_Bliss=-2.03, Synergy_Loewe=-5.38, Synergy_HSA=-1.22.